Dataset: Forward reaction prediction with 1.9M reactions from USPTO patents (1976-2016). Task: Predict the product of the given reaction. (1) The product is: [N+:60]([C:57]1[CH:56]=[CH:55][C:54]([O:53][C:49]2[CH:48]=[C:47]([C:45]3[O:46][C:42]([C:9]4[CH:10]=[C:11]([OH:35])[C:12]([C:14]5[O:18][C:17]([C:19]6[CH:24]=[CH:23][CH:22]=[C:21]([O:25][C:26]7[CH:31]=[CH:30][C:29]([N+:32]([O-:34])=[O:33])=[CH:28][CH:27]=7)[CH:20]=6)=[N:16][N:15]=5)=[CH:13][C:8]=4[OH:7])=[N:43][N:44]=3)[CH:52]=[CH:51][CH:50]=2)=[CH:59][CH:58]=1)([O-:62])=[O:61]. Given the reactants C([O:7][C:8]1[CH:13]=[C:12]([C:14]2[O:18][C:17]([C:19]3[CH:24]=[CH:23][CH:22]=[C:21]([O:25][C:26]4[CH:31]=[CH:30][C:29]([N+:32]([O-:34])=[O:33])=[CH:28][CH:27]=4)[CH:20]=3)=[N:16][N:15]=2)[C:11]([O:35]CCCCCC)=[CH:10][C:9]=1[C:42]1[O:46][C:45]([C:47]2[CH:52]=[CH:51][CH:50]=[C:49]([O:53][C:54]3[CH:59]=[CH:58][C:57]([N+:60]([O-:62])=[O:61])=[CH:56][CH:55]=3)[CH:48]=2)=[N:44][N:43]=1)CCCCC.B(Br)(Br)Br, predict the reaction product. (2) Given the reactants [C:1]([O:5][C:6]([N:8]1[CH2:11][CH:10]([O:12]S(C)(=O)=O)[CH2:9]1)=[O:7])([CH3:4])([CH3:3])[CH3:2].C([O-])([O-])=O.[Cs+].[Cs+].[Br:23][C:24]1[CH:25]=[C:26](O)[CH:27]=[CH:28][CH:29]=1, predict the reaction product. The product is: [C:1]([O:5][C:6]([N:8]1[CH2:11][CH:10]([O:12][C:28]2[CH:27]=[CH:26][CH:25]=[C:24]([Br:23])[CH:29]=2)[CH2:9]1)=[O:7])([CH3:4])([CH3:3])[CH3:2]. (3) Given the reactants [CH3:1][C:2]([NH:14]C(=O)C)([C:4]1[CH:5]=[N:6][C:7]([C:10]([F:13])([F:12])[F:11])=[CH:8][CH:9]=1)[CH3:3].Cl.O.[OH-].[Na+], predict the reaction product. The product is: [CH3:3][C:2]([NH2:14])([C:4]1[CH:5]=[N:6][C:7]([C:10]([F:12])([F:13])[F:11])=[CH:8][CH:9]=1)[CH3:1]. (4) Given the reactants [S:1]1[CH:5]=[N:4][N:3]=[C:2]1[SH:6].[OH-].[Li+].[I-].[Na+].[C:11]([C:15]1[N:20]=[C:19]([N:21]2[CH2:26][CH2:25][N:24]([CH2:27][CH2:28][CH2:29]Cl)[CH2:23][CH2:22]2)[CH:18]=[C:17]([CH:31]2[CH2:33][CH2:32]2)[N:16]=1)([CH3:14])([CH3:13])[CH3:12], predict the reaction product. The product is: [C:11]([C:15]1[N:16]=[C:17]([CH:31]2[CH2:32][CH2:33]2)[CH:18]=[C:19]([N:21]2[CH2:26][CH2:25][N:24]([CH2:27][CH2:28][CH2:29][S:6][C:2]3[S:1][CH:5]=[N:4][N:3]=3)[CH2:23][CH2:22]2)[N:20]=1)([CH3:14])([CH3:12])[CH3:13]. (5) Given the reactants [CH3:1][C:2]1[CH:7]=[CH:6][C:5]([CH3:8])=[CH:4][C:3]=1[CH2:9][C:10]([N:12]1[CH2:17][CH2:16][CH:15]([C:18]2[O:19][CH:20]=[C:21]([C:23]([O:25]C)=[O:24])[N:22]=2)[CH2:14][CH2:13]1)=[O:11].O.[OH-].[Na+], predict the reaction product. The product is: [CH3:1][C:2]1[CH:7]=[CH:6][C:5]([CH3:8])=[CH:4][C:3]=1[CH2:9][C:10]([N:12]1[CH2:17][CH2:16][CH:15]([C:18]2[O:19][CH:20]=[C:21]([C:23]([OH:25])=[O:24])[N:22]=2)[CH2:14][CH2:13]1)=[O:11]. (6) Given the reactants [Cl:1][C:2]1[C:10]2[C:5](=[CH:6][C:7]([C:11]([OH:13])=O)=[CH:8][CH:9]=2)[NH:4][CH:3]=1.C[O:15][C:16](=[O:35])[CH2:17][CH2:18][C:19]1[CH:24]=[CH:23][C:22]([O:25][C:26]2[CH:31]=[CH:30][CH:29]=[C:28]([CH2:32][NH2:33])[CH:27]=2)=[CH:21][C:20]=1[CH3:34], predict the reaction product. The product is: [Cl:1][C:2]1[C:10]2[C:5](=[CH:6][C:7]([C:11]([NH:33][CH2:32][C:28]3[CH:27]=[C:26]([CH:31]=[CH:30][CH:29]=3)[O:25][C:22]3[CH:23]=[CH:24][C:19]([CH2:18][CH2:17][C:16]([OH:35])=[O:15])=[C:20]([CH3:34])[CH:21]=3)=[O:13])=[CH:8][CH:9]=2)[NH:4][CH:3]=1.